This data is from Experimentally validated miRNA-target interactions with 360,000+ pairs, plus equal number of negative samples. The task is: Binary Classification. Given a miRNA mature sequence and a target amino acid sequence, predict their likelihood of interaction. (1) The miRNA is hsa-miR-126-3p with sequence UCGUACCGUGAGUAAUAAUGCG. The protein sequence of the target gene is MTRFSYAEYFSLFHSCSAPSRSTAPPESSPARAPMGLFQGVMQKYSSSLFKTSQLAPADPLIKAIKDGDEEALKTMIKEGKNLAEPNKEGWLPLHEAAYYGQVGCLKVLQRAYPGTIDQRTLQEETAVYLATCRGHLDCLLSLLQAGAEPDISNKSRETPLYKACERKNAEAVKILVQHNADTNHRCNRGWTALHESVSRNDLEVMQILVSGGAKVESKNAYGITPLFVAAQSGQLEALRFLAKYGADINTQASDNASALYEACKNEHEEVVEFLLSQGADANKTNKDGLLPLHIASKKG.... Result: 0 (no interaction). (2) The miRNA is mmu-miR-1894-5p with sequence CUCUCCCCUACCACCUGCCUCU. The protein sequence of the target gene is MPEQSNDYRVAVFGAGGVGKSSLVLRFVKGTFRESYIPTVEDTYRQVISCDKSICTLQITDTTGSHQFPAMQRLSISKGHAFILVYSITSRQSLEELKPIYEQICEIKGDVESIPIMLVGNKCDESPNREVQSSEAEALARTWKCAFMETSAKLNHNVKELFQELLNLEKRRTVSLQIDGKKSKQQKRKEKLKGKCVVM. Result: 0 (no interaction). (3) The miRNA is hsa-miR-4701-5p with sequence UUGGCCACCACACCUACCCCUU. The protein sequence of the target gene is MAAQLLEEKLTCAICLGLYQDPVTLPCGHNFCGACIRDWWDRCGKACPECREPFPDGAELRRNVALSGVLEVVRAGPARDPGPDPGPGPDPAARCPRHGRPLELFCRTEGRCVCSVCTVRECRLHERALLDAERLKREAQLRASLEVTQQQATQAEGQLLELRKQSSQIQNSACILASWVSGKFSSLLQALEIQHTTALRSIEVAKTQALAQARDEEQRLRVHLEAVARHGCRIRELLEQVDEQTFLQESQLLQPPGPLGPLTPLQWDEDQQLGDLKQLLSRLCGLLLEEGSHPGAPAKP.... Result: 1 (interaction). (4) The miRNA is mmu-miR-1907 with sequence GAGCAGCAGAGGAUCUGGAGGU. The protein sequence of the target gene is MDSLPDEFFVRHPAVEDQRKEETENKLEKSSGQLNKQENDIPTDLVPVNLLLEVKKLLNAINTLPKGVVPHIKKFLQEDFSFQTMQREVAANSQNGEEIVPALTLRFLITQLEAALRNIQAGNYTAHQINIGYYLTLLFLYGVALTERGKKEDYTEAENKFLVMKMMIQENEICENFMSLVYFGRGLLRCAQKRYNGGLLEFHKSLQEIGDKNDHWFDIDPTEDEDLPTTFKDLLNNFIKTTESNIMKQTICSYLDCERSCEADILKNTSYKGFFQLMCSKSCCVYFHKICWKKFKNLKY.... Result: 0 (no interaction). (5) The miRNA is hsa-miR-548aw with sequence GUGCAAAAGUCAUCACGGUU. The protein sequence of the target gene is MKLWDVVAVCLVLLHTASAFPLPAGKRPPEAPAEDRSLGRRRAPFALSSDSNMPEDYPDQFDDVMDFIQATIKRLKRSPDKQMAVLPRRERNRQAAAANPENSRGKGRRGQRGKNRGCVLTAIHLNVTDLGLGYETKEELIFRYCSGSCDAAETTYDKILKNLSRNRRLVSDKVGQACCRPIAFDDDLSFLDDNLVYHILRKHSAKRCGCI. Result: 1 (interaction). (6) The miRNA is hsa-miR-302f with sequence UAAUUGCUUCCAUGUUU. The protein sequence of the target gene is MHPRRPEGFDGLGYRGGVRDDPAFGGPFHARSFGSGTELGHWVTTPPDIPGSRNLHWGEKSPSYGVPSAPPTLEGSAEEPFPGGGEGPRPGPSSEQLNRFAGFGIGLASLFTENVLAHPCIVLRRQCQVNYHARHYHLTPFSIINIMYSFNKTQGPRALWKGMGSTFIVQGVTLGAEGIISEFTPLPREVSHKLNPKQIGEHLLLKCLTYMVAMPFYSASLIETVQSEIIRDNTGILECVKEGIGRVIGLGVPHSKRLLPLFSLIFPTVLHGVLHYIISSIIQKIVLLILKRKTYNSHLA.... Result: 0 (no interaction). (7) The protein sequence of the target gene is MCDLIEPQPAEKIGKMKKLRRTLSESFSRIALKKDDTTFDEICVTKMSTRNCQGMDSVIKPLDTIPEDKKVRVQRTQSTFDPFEKPANQVKRVHSENNACINFKTSSTGKESPKVRRHSSPSSPTSPKFGKADSYEKLEKLGEGSYATVYKGKSKVNGKLVALKVIRLQEEEGTPFTAIREASLLKGLKHANIVLLHDIIHTKETLTLVFEYVHTDLCQYMDKHPGGLHPDNVKLFLFQLLRGLSYIHQRYILHRDLKPQNLLISDTGELKLADFGLARAKSVPSHTYSNEVVTLWYRPP.... Result: 0 (no interaction). The miRNA is hsa-let-7a-3p with sequence CUAUACAAUCUACUGUCUUUC. (8) The miRNA is hsa-miR-4733-5p with sequence AAUCCCAAUGCUAGACCCGGUG. The protein sequence of the target gene is MAKAGDKSSSSGKKSLKRKAAAEELQEAAGAGDGATENGVQPPKAAAFPPGFSISEIKNKQRRHLMFTRWKQQQRKEKLAAKKKLKKEREALGDKAPPKPVPKTIDNQRVYDETTVDPNDEEVAYDEATDEFASYFNKQTSPKILITTSDRPHGRTVRLCEQLSTVIPNSHVYYRRGLALKKIIPQCIARDFTDLIVINEDRKTPNGLILSHLPNGPTAHFKMSSVRLRKEIKRRGKDPTEHIPEIILNNFTTRLGHSIGRMFASLFPHNPQFIGRQVATFHNQRDYIFFRFHRYIFRSE.... Result: 0 (no interaction). (9) The protein sequence of the target gene is MGRRSRGRRLQQQQRPEDAEDGAEGGGKRGEAGWEGGYPEIVKENKLFEHYYQELKIVPEGEWGQFMDALREPLPATLRITGYKSHAKEILHCLKNKYFKELEDLEVDGQKVEVPQPLSWYPEELAWHTNLSRKILRKSPHLEKFHQFLVSETESGNISRQEAVSMIPPLLLNVRPHHKILDMCAAPGSKTTQLIEMLHADMNVPFPEGFVIANDVDNKRCYLLVHQAKRLSSPCIMVVNHDASSIPRLQIDVDGRKEILFYDRILCDVPCSGDGTMRKNIDVWKKWTTLNSLQLHGLQL.... Result: 1 (interaction). The miRNA is hsa-miR-193b-3p with sequence AACUGGCCCUCAAAGUCCCGCU. (10) The miRNA is hsa-miR-6852-5p with sequence CCCUGGGGUUCUGAGGACAUG. The protein sequence of the target gene is MALTSDLGKQIKLKEVEGTLLQPATVDNWSQIQSFEAKPDDLLICTYPKAGTTWIQEIVDMIEQNGDVEKCQRAIIQHRHPFIEWARPPQPSGVEKAKAMPSPRILKTHLSTQLLPPSFWENNCKFLYVARNAKDCMVSYYHFQRMNHMLPDPGTWEEYFETFINGKVVWGSWFDHVKGWWEMKDRHQILFLFYEDIKRDPKHEIRKVMQFMGKKVDETVLDKIVQETSFEKMKENPMTNRSTVSKSILDQSISSFMRKGTVGDWKNHFTVAQNERFDEIYRRKMEGTSINFCMEL. Result: 0 (no interaction).